From a dataset of Retrosynthesis with 50K atom-mapped reactions and 10 reaction types from USPTO. Predict the reactants needed to synthesize the given product. (1) Given the product CN(CCC1CCN(C(=O)OCc2cc(Cl)cc(Cl)c2)CC1)C(=O)c1noc(=O)[nH]1, predict the reactants needed to synthesize it. The reactants are: CNCCC1CCN(C(=O)OCc2cc(Cl)cc(Cl)c2)CC1.O=C(O)c1noc(=O)[nH]1. (2) Given the product O=[N+]([O-])c1cc(Cl)c(-n2nc(C(F)(F)F)cc2C(F)(F)F)c(Cl)c1, predict the reactants needed to synthesize it. The reactants are: NNc1c(Cl)cc([N+](=O)[O-])cc1Cl.O=C(CC(=O)C(F)(F)F)C(F)(F)F. (3) Given the product Cc1ccc(C23CC2CN(C)C3)cc1, predict the reactants needed to synthesize it. The reactants are: C=O.Cc1ccc(C23CNCC2C3)cc1. (4) Given the product COCCS(=O)(=O)c1ccccc1S(=O)(=O)NC(=O)Nc1nc(OC)cc(OC)n1, predict the reactants needed to synthesize it. The reactants are: COCCS(=O)(=O)c1ccccc1S(=O)(=O)N=C=O.COc1cc(OC)nc(N)n1. (5) The reactants are: COC(=O)c1cc2cc3[nH]c(=O)oc3cc2[nH]1. Given the product O=C(O)c1cc2cc3[nH]c(=O)oc3cc2[nH]1, predict the reactants needed to synthesize it.